From a dataset of Full USPTO retrosynthesis dataset with 1.9M reactions from patents (1976-2016). Predict the reactants needed to synthesize the given product. (1) Given the product [CH3:1][CH:2]([C:6]12[CH2:11][CH2:10][C:9]([CH3:12])([CH2:8][CH2:7]1)[O:14][CH2:13]2)[CH:3]([CH3:4])[CH3:5], predict the reactants needed to synthesize it. The reactants are: [CH3:1][CH:2]([C:6]1([CH2:13][OH:14])[CH2:11][CH2:10][C:9]([CH3:12])=[CH:8][CH2:7]1)[CH:3]([CH3:5])[CH3:4]. (2) Given the product [CH3:29][O:30][C:31]1[CH:32]=[C:33]([CH:56]=[CH:57][CH:58]=1)[CH2:34][N:35]1[CH2:43][C:42]2[C:37](=[CH:38][CH:39]=[CH:40][C:41]=2[CH2:44][CH2:45][C:46]2[CH:47]=[CH:48][C:49]([C:50]([OH:52])=[O:51])=[CH:54][CH:55]=2)[CH2:36]1, predict the reactants needed to synthesize it. The reactants are: FC1C=C(C=CC=1)CN1C2C(=CC=CC=2CCC2C=CC(C(O)=O)=CC=2)CC1.[CH3:29][O:30][C:31]1[CH:32]=[C:33]([CH:56]=[CH:57][CH:58]=1)[CH2:34][N:35]1[CH2:43][C:42]2[C:37](=[CH:38][CH:39]=[CH:40][C:41]=2[CH2:44][CH2:45][C:46]2[CH:55]=[CH:54][C:49]([C:50]([O:52]C)=[O:51])=[CH:48][CH:47]=2)[CH2:36]1.[Li+].[OH-]. (3) Given the product [C:31]([NH:34][C:2]1[CH:7]=[C:6]([O:8][C:9]2[CH:10]=[CH:11][C:12]([NH:16][C:17]([N:19]3[CH2:23][CH2:22][N:21]([CH:24]4[CH2:25][CH2:26][O:27][CH2:28][CH2:29]4)[C:20]3=[O:30])=[O:18])=[N:13][C:14]=2[CH3:15])[CH:5]=[CH:4][N:3]=1)(=[O:33])[CH3:32], predict the reactants needed to synthesize it. The reactants are: Cl[C:2]1[CH:7]=[C:6]([O:8][C:9]2[CH:10]=[CH:11][C:12]([NH:16][C:17]([N:19]3[CH2:23][CH2:22][N:21]([CH:24]4[CH2:29][CH2:28][O:27][CH2:26][CH2:25]4)[C:20]3=[O:30])=[O:18])=[N:13][C:14]=2[CH3:15])[CH:5]=[CH:4][N:3]=1.[C:31]([NH2:34])(=[O:33])[CH3:32].C([O-])([O-])=O.[Cs+].[Cs+].CC(C1C=C(C(C)C)C(C2C=CC=CC=2P(C2CCCCC2)C2CCCCC2)=C(C(C)C)C=1)C. (4) Given the product [CH2:1]([O:3][C:4]([C:6]1[NH:14][C:13]2[CH:12]=[CH:11][N:10]=[CH:9][C:8]=2[C:7]=1[NH:15][C:18]1[CH:19]=[CH:20][C:21]([Si:23]([CH3:25])([CH3:24])[CH3:26])=[CH:22][C:17]=1[F:16])=[O:5])[CH3:2], predict the reactants needed to synthesize it. The reactants are: [CH2:1]([O:3][C:4]([C:6]1[NH:14][C:13]2[CH:12]=[CH:11][N:10]=[CH:9][C:8]=2[C:7]=1[NH2:15])=[O:5])[CH3:2].[F:16][C:17]1[CH:22]=[C:21]([Si:23]([CH3:26])([CH3:25])[CH3:24])[CH:20]=[CH:19][C:18]=1OS(C(F)(F)F)(=O)=O.CC1(C)C2C(=C(P(C3C=CC=CC=3)C3C=CC=CC=3)C=CC=2)OC2C(P(C3C=CC=CC=3)C3C=CC=CC=3)=CC=CC1=2.C([O-])([O-])=O.[Cs+].[Cs+]. (5) Given the product [Cl:1][C:2]1[CH:7]=[C:6]([CH:5]=[C:4]([Cl:27])[CH:3]=1)[CH2:8][NH:9][C:10]([NH:11][C:12](=[O:25])[CH2:13][C:14]1[C:22]2[C:17](=[CH:18][CH:19]=[C:20]([O:23][CH3:24])[CH:21]=2)[NH:16][CH:15]=1)=[NH:26], predict the reactants needed to synthesize it. The reactants are: [Cl:1][C:2]1[CH:7]=[C:6]([CH2:8][NH:9][C:10]([NH2:26])=[N:11][C:12](=[O:25])[CH2:13][C:14]2[C:22]3[C:17](=[CH:18][CH:19]=[C:20]([O:23][CH3:24])[CH:21]=3)[NH:16][CH:15]=2)[CH:5]=[C:4]([Cl:27])[C:3]=1NC(=O)C.ClN(Cl)CC1C=CC=CC=1. (6) Given the product [CH3:1][S:2]([NH:6][C:7]1[CH:16]=[CH:15][CH:14]=[CH:13][C:8]=1[C:9]([O:11][CH3:12])=[O:10])(=[O:4])=[O:3], predict the reactants needed to synthesize it. The reactants are: [CH3:1][S:2](Cl)(=[O:4])=[O:3].[NH2:6][C:7]1[CH:16]=[CH:15][CH:14]=[CH:13][C:8]=1[C:9]([O:11][CH3:12])=[O:10]. (7) Given the product [OH:31][C:10]1[C:11]2[C:12](=[O:30])[N:13]([C:24]3[CH:29]=[CH:28][CH:27]=[CH:26][CH:25]=3)[C:14]3[CH:15]=[CH:16][CH:17]=[CH:18][C:19]=3[C:20]=2[O:21][C:22](=[O:23])[C:9]=1[S:8][C:5]1[CH:6]=[CH:7][C:2]([NH:1][S:35]([CH2:32][CH2:33][CH3:34])(=[O:37])=[O:36])=[CH:3][CH:4]=1, predict the reactants needed to synthesize it. The reactants are: [NH2:1][C:2]1[CH:7]=[CH:6][C:5]([S:8][C:9]2[C:22](=[O:23])[O:21][C:20]3[C:19]4[CH:18]=[CH:17][CH:16]=[CH:15][C:14]=4[N:13]([C:24]4[CH:29]=[CH:28][CH:27]=[CH:26][CH:25]=4)[C:12](=[O:30])[C:11]=3[C:10]=2[OH:31])=[CH:4][CH:3]=1.[CH2:32]([S:35](Cl)(=[O:37])=[O:36])[CH2:33][CH3:34].Cl. (8) Given the product [C:15]([O:14][C:13]([NH:12][CH:10]([C:4]1[C:3]([O:20][CH3:21])=[C:2](/[CH:24]=[CH:23]/[C:22]([O:26][CH3:27])=[O:25])[C:7]([CH3:8])=[C:6]([Cl:9])[CH:5]=1)[CH3:11])=[O:19])([CH3:18])([CH3:17])[CH3:16], predict the reactants needed to synthesize it. The reactants are: Br[C:2]1[C:3]([O:20][CH3:21])=[C:4]([CH:10]([NH:12][C:13](=[O:19])[O:14][C:15]([CH3:18])([CH3:17])[CH3:16])[CH3:11])[CH:5]=[C:6]([Cl:9])[C:7]=1[CH3:8].[C:22]([O:26][CH3:27])(=[O:25])[CH:23]=[CH2:24].C1(P(C2C=CC=CC=2)C2C=CC=CC=2)C=CC=CC=1.C(N(CC)CC)C. (9) Given the product [C:23]([C:31]1[CH:36]=[CH:35][CH:34]=[CH:33][C:32]=1[NH:1][C@@H:2]([CH2:8][C:9]1[CH:14]=[CH:13][C:12]([C:15]2[CH:20]=[CH:19][CH:18]=[C:17]([NH:21][CH3:22])[CH:16]=2)=[CH:11][CH:10]=1)[C:3]([O:5][CH2:6][CH3:7])=[O:4])(=[O:30])[C:24]1[CH:29]=[CH:28][CH:27]=[CH:26][CH:25]=1, predict the reactants needed to synthesize it. The reactants are: [NH2:1][C@@H:2]([CH2:8][C:9]1[CH:14]=[CH:13][C:12]([C:15]2[CH:20]=[CH:19][CH:18]=[C:17]([NH:21][CH3:22])[CH:16]=2)=[CH:11][CH:10]=1)[C:3]([O:5][CH2:6][CH3:7])=[O:4].[C:23]([CH:31]1[CH2:36][CH2:35][CH2:34][CH2:33][C:32]1=O)(=[O:30])[C:24]1[CH:29]=[CH:28][CH:27]=[CH:26][CH:25]=1. (10) The reactants are: O[C:2]1([C:12]2[C:20]([OH:21])=[CH:19][C:15]3[O:16][CH2:17][O:18][C:14]=3[CH:13]=2)[C:10]2[C:5](=[CH:6][CH:7]=[CH:8][CH:9]=2)[NH:4][C:3]1=[O:11].C([SiH](CC)CC)C.CCCCCCC. Given the product [OH:21][C:20]1[C:12]([CH:2]2[C:10]3[C:5](=[CH:6][CH:7]=[CH:8][CH:9]=3)[NH:4][C:3]2=[O:11])=[CH:13][C:14]2[O:18][CH2:17][O:16][C:15]=2[CH:19]=1, predict the reactants needed to synthesize it.